This data is from Catalyst prediction with 721,799 reactions and 888 catalyst types from USPTO. The task is: Predict which catalyst facilitates the given reaction. (1) The catalyst class is: 4. Reactant: [NH2:1][C@@H:2]1[CH2:11][C:10]2[CH:9]=[C:8]([OH:12])[CH:7]=[CH:6][C:5]=2[CH2:4][CH2:3]1.[CH:13](=O)[C:14]1[CH:19]=[CH:18][CH:17]=[CH:16][CH:15]=1. Product: [CH2:13]([NH:1][C@@H:2]1[CH2:11][C:10]2[CH:9]=[C:8]([OH:12])[CH:7]=[CH:6][C:5]=2[CH2:4][CH2:3]1)[C:14]1[CH:19]=[CH:18][CH:17]=[CH:16][CH:15]=1. (2) Reactant: [C:1]([O:5][CH2:6][CH3:7])(=[O:4])[CH2:2][OH:3].N1C=CN=C1.[Cl-].[C:14]([SiH:18]([C:25]1[CH:30]=[CH:29][CH:28]=[CH:27][CH:26]=1)[C:19]1[CH:24]=[CH:23][CH:22]=[CH:21][CH:20]=1)([CH3:17])([CH3:16])[CH3:15]. Product: [Si:18]([O:3][CH2:2][C:1]([O:5][CH2:6][CH3:7])=[O:4])([C:14]([CH3:17])([CH3:16])[CH3:15])([C:25]1[CH:26]=[CH:27][CH:28]=[CH:29][CH:30]=1)[C:19]1[CH:24]=[CH:23][CH:22]=[CH:21][CH:20]=1. The catalyst class is: 3. (3) Product: [S:23]1[CH:27]=[CH:26][C:25]([C:28]2[N:33]=[C:32]([CH2:34][NH:1][CH2:2][CH:3]3[CH2:4][CH2:5][N:6]([C:9]4[N:14]=[C:13](/[CH:15]=[C:16]5/[C:17](=[O:22])[NH:18][C:19](=[O:21])[NH:20]/5)[CH:12]=[CH:11][N:10]=4)[CH2:7][CH2:8]3)[CH:31]=[CH:30][CH:29]=2)=[CH:24]1. Reactant: [NH2:1][CH2:2][CH:3]1[CH2:8][CH2:7][N:6]([C:9]2[N:14]=[C:13](/[CH:15]=[C:16]3/[C:17](=[O:22])[NH:18][C:19](=[O:21])[NH:20]/3)[CH:12]=[CH:11][N:10]=2)[CH2:5][CH2:4]1.[S:23]1[CH:27]=[CH:26][C:25]([C:28]2[N:33]=[C:32]([CH:34]=O)[CH:31]=[CH:30][CH:29]=2)=[CH:24]1.C(N(C(C)C)CC)(C)C.[Na]. The catalyst class is: 583. (4) Reactant: [H-].[Na+].[C:3]([NH:6][CH:7]([C:13]([O:15][CH2:16][CH3:17])=[O:14])[C:8]([O:10][CH2:11][CH3:12])=[O:9])(=[O:5])[CH3:4].[CH2:18]([C:26]1[CH:31]=[CH:30][C:29]([CH2:32][CH2:33]Br)=[CH:28][CH:27]=1)[CH2:19][CH2:20][CH2:21][CH2:22][CH2:23][CH2:24][CH3:25].OS(O)(=O)=O. Product: [C:3]([NH:6][C:7]([CH2:33][CH2:32][C:29]1[CH:28]=[CH:27][C:26]([CH2:18][CH2:19][CH2:20][CH2:21][CH2:22][CH2:23][CH2:24][CH3:25])=[CH:31][CH:30]=1)([C:13]([O:15][CH2:16][CH3:17])=[O:14])[C:8]([O:10][CH2:11][CH3:12])=[O:9])(=[O:5])[CH3:4]. The catalyst class is: 35.